Dataset: Reaction yield outcomes from USPTO patents with 853,638 reactions. Task: Predict the reaction yield, written as a fraction of the theoretical maximum amount of product (1.0 means a 100% yield; for example, 0.34 means a 34% yield). (1) The reactants are [CH3:1][O:2][C:3](=[O:15])[C:4]1[CH:9]=[C:8]([O:10]C)[CH:7]=[CH:6][C:5]=1[CH2:12][CH2:13][CH3:14].B(Br)(Br)Br. The catalyst is C(Cl)Cl. The product is [CH3:1][O:2][C:3](=[O:15])[C:4]1[CH:9]=[C:8]([OH:10])[CH:7]=[CH:6][C:5]=1[CH2:12][CH2:13][CH3:14]. The yield is 0.840. (2) The product is [CH3:32][O:31][C:29]([C:19]1([CH2:7][CH:5]=[CH2:6])[CH2:24][CH2:23][CH:22]([C:25]([O:27][CH3:28])=[O:26])[CH2:21][CH2:20]1)=[O:30]. The catalyst is C1COCC1.CN(C)P(N(C)C)(N(C)C)=O. The reactants are C(N[CH:5]([CH3:7])[CH3:6])(C)C.C([Li])CCC.CCCCCC.[CH:19]1([C:29]([O:31][CH3:32])=[O:30])[CH2:24][CH2:23][CH:22]([C:25]([O:27][CH3:28])=[O:26])[CH2:21][CH2:20]1.C(I)C=C. The yield is 0.970. (3) The reactants are [Cl:1][C:2]1[CH:7]=[C:6]([Cl:8])[CH:5]=[C:4]([Cl:9])[C:3]=1[CH2:10][CH2:11][CH2:12][C:13]([OH:15])=O.C[Li].[CH3:18]COCC. The catalyst is O. The product is [Cl:9][C:4]1[CH:5]=[C:6]([Cl:8])[CH:7]=[C:2]([Cl:1])[C:3]=1[CH2:10][CH2:11][CH2:12][C:13](=[O:15])[CH3:18]. The yield is 0.170. (4) The product is [C:1]([C:3]1[O:4][C:5]([C:8]([OH:10])=[O:9])=[CH:6][CH:7]=1)#[N:12]. The yield is 0.460. The reactants are [CH:1]([C:3]1[O:4][C:5]([C:8]([OH:10])=[O:9])=[CH:6][CH:7]=1)=O.Cl.[NH2:12]O.C(OC(=O)C)(=O)C.Cl. The catalyst is O.N1C=CC=CC=1. (5) The reactants are [C:1]([C:3]1[CH:9]=[CH:8][C:6]([NH2:7])=[CH:5][CH:4]=1)#[N:2].[Cl:10][C:11]1[CH:16]=[C:15](Cl)[C:14]([N+:18]([O-:20])=[O:19])=[CH:13][C:12]=1[C:21]([F:24])([F:23])[F:22]. The yield is 0.820. No catalyst specified. The product is [Cl:10][C:11]1[C:12]([C:21]([F:22])([F:23])[F:24])=[CH:13][C:14]([N+:18]([O-:20])=[O:19])=[C:15]([CH:16]=1)[NH:7][C:6]1[CH:8]=[CH:9][C:3]([C:1]#[N:2])=[CH:4][CH:5]=1. (6) The product is [Cl:1][C:2]1[CH:3]=[C:4]([N:8]2[N:12]=[C:11]([CH:13]([OH:14])[CH3:15])[CH:10]=[N:9]2)[CH:5]=[CH:6][CH:7]=1. The yield is 1.00. The reactants are [Cl:1][C:2]1[CH:3]=[C:4]([N:8]2[N:12]=[C:11]([CH:13]=[O:14])[CH:10]=[N:9]2)[CH:5]=[CH:6][CH:7]=1.[CH3:15][Mg]Cl.C1COCC1.[NH4+].[Cl-]. The catalyst is CCOCC.